From a dataset of Catalyst prediction with 721,799 reactions and 888 catalyst types from USPTO. Predict which catalyst facilitates the given reaction. (1) Product: [CH2:33]([N:7]([CH2:8][C:9]1[CH:10]=[N:11][CH:12]=[C:13]([C:16]2[CH:17]=[C:18]3[C:22](=[CH:23][CH:24]=2)[N:21]([CH:25]2[CH2:30][CH2:29][CH2:28][CH2:27][O:26]2)[N:20]=[C:19]3[C:31]2[O:32][CH:48]=[N:47][CH:46]=2)[C:14]=1[CH3:15])[C:6](=[O:35])[O:5][C:1]([CH3:3])([CH3:4])[CH3:2])[CH3:34]. Reactant: [C:1]([O:5][C:6](=[O:35])[N:7]([CH2:33][CH3:34])[CH2:8][C:9]1[CH:10]=[N:11][CH:12]=[C:13]([C:16]2[CH:17]=[C:18]3[C:22](=[CH:23][CH:24]=2)[N:21]([CH:25]2[CH2:30][CH2:29][CH2:28][CH2:27][O:26]2)[N:20]=[C:19]3[CH:31]=[O:32])[C:14]=1[CH3:15])([CH3:4])([CH3:3])[CH3:2].S([CH2:46][N+:47]#[C-:48])(C1C=CC(C)=CC=1)(=O)=O.C([O-])([O-])=O.[K+].[K+]. The catalyst class is: 5. (2) Reactant: [CH:1]([S:4]([N:7]1[C:11]2[CH:12]=[C:13]([C:16]3[N:20]([CH:21]4[CH2:26][CH2:25][N:24](C(OCC)=O)[CH2:23][CH2:22]4)[CH:19]=[N:18][C:17]=3[C:32]3[CH:37]=[CH:36][CH:35]=[CH:34][CH:33]=3)[CH:14]=[CH:15][C:10]=2[N:9]=[C:8]1[NH2:38])(=[O:6])=[O:5])([CH3:3])[CH3:2].[OH-].[Na+]. Product: [CH:1]([S:4]([N:7]1[C:11]2[CH:12]=[C:13]([C:16]3[N:20]([CH:21]4[CH2:26][CH2:25][NH:24][CH2:23][CH2:22]4)[CH:19]=[N:18][C:17]=3[C:32]3[CH:37]=[CH:36][CH:35]=[CH:34][CH:33]=3)[CH:14]=[CH:15][C:10]=2[N:9]=[C:8]1[NH2:38])(=[O:5])=[O:6])([CH3:3])[CH3:2]. The catalyst class is: 33. (3) Reactant: [Cl:1][C:2]1[CH:7]=[CH:6][C:5]([NH:8][S:9]([C:12]2[CH:17]=[CH:16][CH:15]=[CH:14][C:13]=2OC)(=[O:11])=[O:10])=[C:4]([CH2:20][C:21]2[CH:26]=[CH:25][CH:24]=[CH:23][C:22]=2[Cl:27])[CH:3]=1.[H-].[Na+].Br[CH2:31][C:32]([O:34][CH2:35][CH3:36])=[O:33].CN([CH:40]=[O:41])C. Product: [CH2:35]([O:34][C:32](=[O:33])[CH2:31][N:8]([C:5]1[CH:6]=[CH:7][C:2]([Cl:1])=[CH:3][C:4]=1[CH2:20][C:21]1[CH:26]=[CH:25][CH:24]=[CH:23][C:22]=1[Cl:27])[S:9]([C:12]1[CH:17]=[CH:16][CH:15]=[C:14]([O:41][CH3:40])[CH:13]=1)(=[O:10])=[O:11])[CH3:36]. The catalyst class is: 13. (4) Reactant: [CH3:1][N:2]([CH3:25])[CH2:3][CH2:4]COC1C=CC(C2SC(NC3C=CC=CC=3)=NC=2)=CC=1.[S:26]1[CH:30]=[CH:29][C:28]([C:31]2[S:35][C:34]([NH:36][C:37]3[CH:42]=[CH:41][C:40]([OH:43])=[CH:39][CH:38]=3)=[N:33][CH:32]=2)=[CH:27]1.Cl.ClCCN(C)C. Product: [CH3:1][N:2]([CH3:25])[CH2:3][CH2:4][O:43][C:40]1[CH:41]=[CH:42][C:37]([NH:36][C:34]2[S:35][C:31]([C:28]3[CH:29]=[CH:30][S:26][CH:27]=3)=[CH:32][N:33]=2)=[CH:38][CH:39]=1. The catalyst class is: 61. (5) Product: [Cl-:28].[OH:1][B:2]1[C:6]2[CH:7]=[C:8]([O:11][C:12]3[CH:19]=[CH:18][C:15]([CH2:16][NH3+:17])=[CH:14][CH:13]=3)[CH:9]=[CH:10][C:5]=2[CH2:4][O:3]1. The catalyst class is: 522. Reactant: [OH:1][B:2]1[C:6]2[CH:7]=[C:8]([O:11][C:12]3[CH:19]=[CH:18][C:15]([C:16]#[N:17])=[CH:14][CH:13]=3)[CH:9]=[CH:10][C:5]=2[CH2:4][O:3]1.CCO.C1COCC1.[ClH:28]. (6) Reactant: [C:1](Cl)(=[O:3])[CH3:2].[Cl:5][C:6]1[CH:11]=[CH:10][C:9]([OH:12])=[CH:8][C:7]=1[F:13].[Cl-].[Cl-].[Cl-].[Al+3]. Product: [Cl:5][C:6]1[C:7]([F:13])=[CH:2][C:1]([OH:3])=[C:10]([C:9](=[O:12])[CH3:8])[CH:11]=1. The catalyst class is: 33. (7) Reactant: Cl.[NH2:2][C@@H:3]([CH2:8][NH:9][C:10]([O:12][C:13]([CH3:16])([CH3:15])[CH3:14])=[O:11])[C:4]([O:6][CH3:7])=[O:5].[CH3:17][C:18]([O:21][C:22](O[C:22]([O:21][C:18]([CH3:20])([CH3:19])[CH3:17])=[O:23])=[O:23])([CH3:20])[CH3:19]. Product: [C:18]([O:21][C:22]([NH:2][C@@H:3]([CH2:8][NH:9][C:10]([O:12][C:13]([CH3:16])([CH3:15])[CH3:14])=[O:11])[C:4]([O:6][CH3:7])=[O:5])=[O:23])([CH3:20])([CH3:19])[CH3:17]. The catalyst class is: 2. (8) Reactant: Cl.[N+:2]([C:5]1[CH:6]=[CH:7][C:8]([N:11]2[CH2:16][CH2:15][NH:14][CH2:13][CH2:12]2)=[N:9][CH:10]=1)([O-:4])=[O:3].CCN(CC)CC.[CH3:24][O:25][CH2:26][C:27](O)=[O:28].C1C=CC2N(O)N=NC=2C=1.CCN=C=NCCCN(C)C.Cl. Product: [CH3:24][O:25][CH2:26][C:27]([N:14]1[CH2:13][CH2:12][N:11]([C:8]2[CH:7]=[CH:6][C:5]([N+:2]([O-:4])=[O:3])=[CH:10][N:9]=2)[CH2:16][CH2:15]1)=[O:28]. The catalyst class is: 2. (9) Reactant: [F:1][C:2]1[CH:3]=[C:4]([CH:8](O)[CH:9]([CH2:13][C:14]2[CH:19]=[CH:18][C:17]([C:20]([F:23])([F:22])[F:21])=[CH:16][CH:15]=2)C(O)=O)[CH:5]=[CH:6][CH:7]=1.C1(P(N=[N+]=[N-])(C2C=CC=CC=2)=[O:32])C=CC=CC=1.C([N:44]([CH2:47]C)CC)C.[OH2:49]. Product: [F:1][C:2]1[CH:3]=[C:4]([CH:8]2[O:49][C:47](=[O:32])[NH:44][CH:9]2[CH2:13][C:14]2[CH:15]=[CH:16][C:17]([C:20]([F:21])([F:22])[F:23])=[CH:18][CH:19]=2)[CH:5]=[CH:6][CH:7]=1. The catalyst class is: 7. (10) Reactant: C([Mg]Br)C.Br[C:6]1[N:10]([CH3:11])[CH:9]=[N:8][CH:7]=1.CON(C)[C:15]([C:17]1[CH:22]=[CH:21][N:20]=[N:19][CH:18]=1)=[O:16]. Product: [CH3:11][N:10]1[C:6]([C:15]([C:17]2[CH:22]=[CH:21][N:20]=[N:19][CH:18]=2)=[O:16])=[CH:7][N:8]=[CH:9]1.[CH3:11][N:10]1[CH:6]=[CH:7][N:8]=[CH:9]1. The catalyst class is: 2.